Dataset: Full USPTO retrosynthesis dataset with 1.9M reactions from patents (1976-2016). Task: Predict the reactants needed to synthesize the given product. (1) Given the product [F:32][C:28]1[N:27]2[CH:33]=[C:24]([CH2:23][N:11]3[C@H:10]4[C@H:9]([CH2:8][CH2:7][CH2:6][C:5]5[C:15]4=[N:1][CH:2]=[CH:3][CH:4]=5)[CH2:14][CH2:13][CH2:12]3)[N:25]=[C:26]2[CH:31]=[CH:30][CH:29]=1, predict the reactants needed to synthesize it. The reactants are: [NH:1]1[C@H:15]2[C@H:5]([CH2:6][CH2:7][CH2:8][C:9]3[C:10]2=[N:11][CH:12]=[CH:13][CH:14]=3)[CH2:4][CH2:3][CH2:2]1.C(=O)([O-])[O-].[K+].[K+].Cl[CH2:23][C:24]1[N:25]=[C:26]2[CH:31]=[CH:30][CH:29]=[C:28]([F:32])[N:27]2[CH:33]=1.[I-].[K+]. (2) Given the product [F:32][C:29]1[CH:28]=[N:27][C:26]([NH:1][CH2:2][C@@H:3]2[C@H:8]([CH3:9])[CH2:7][CH2:6][CH2:5][N:4]2[C:10]([C:12]2[CH:17]=[C:16]([CH3:18])[CH:15]=[CH:14][C:13]=2[C:19]2[CH:24]=[CH:23][CH:22]=[CH:21][N:20]=2)=[O:11])=[N:31][CH:30]=1, predict the reactants needed to synthesize it. The reactants are: [NH2:1][CH2:2][C@@H:3]1[C@H:8]([CH3:9])[CH2:7][CH2:6][CH2:5][N:4]1[C:10]([C:12]1[CH:17]=[C:16]([CH3:18])[CH:15]=[CH:14][C:13]=1[C:19]1[CH:24]=[CH:23][CH:22]=[CH:21][N:20]=1)=[O:11].Cl[C:26]1[N:31]=[CH:30][C:29]([F:32])=[CH:28][N:27]=1. (3) Given the product [CH3:17][C:3]1[CH:4]=[C:5]([C:9]2[CH:14]=[CH:13][N:12]([CH3:15])[C:11](=[O:16])[N:10]=2)[CH:6]=[C:7]([CH3:8])[C:2]=1[C:22]1[CH:21]=[CH:20][C:19]([F:18])=[C:27]2[C:23]=1[CH2:24][CH2:25][C@H:26]2[O:28][C:29]1[CH:42]=[CH:41][C:32]2[C@H:33]([CH2:36][C:37]([O:39][CH3:40])=[O:38])[CH2:34][O:35][C:31]=2[CH:30]=1, predict the reactants needed to synthesize it. The reactants are: I[C:2]1[C:7]([CH3:8])=[CH:6][C:5]([C:9]2[CH:14]=[CH:13][N:12]([CH3:15])[C:11](=[O:16])[N:10]=2)=[CH:4][C:3]=1[CH3:17].[F:18][C:19]1[CH:20]=[CH:21][C:22](B2OC(C)(C)C(C)(C)O2)=[C:23]2[C:27]=1[C@H:26]([O:28][C:29]1[CH:42]=[CH:41][C:32]3[C@H:33]([CH2:36][C:37]([O:39][CH3:40])=[O:38])[CH2:34][O:35][C:31]=3[CH:30]=1)[CH2:25][CH2:24]2.BrC1C=CC(F)=C2C=1CC[C@H]2OC1C=CC2[C@H](CC(OC)=O)COC=2C=1. (4) Given the product [CH:1]1([C:4]([N:6]2[CH2:7][C:8]3[NH:9][C:10]4[CH:11]=[CH:12][CH:13]=[C:14]5[C:20](=[O:22])[NH:41][N:42]=[C:17]([C:16]=3[C:15]=45)[CH2:18]2)=[O:5])[CH2:3][CH2:2]1, predict the reactants needed to synthesize it. The reactants are: [CH:1]1([C:4]([N:6]2[CH2:18][C:17](=O)[C:16]3[C:15]4[C:14]([C:20]([O:22]C)=O)=[CH:13][CH:12]=[CH:11][C:10]=4[NH:9][C:8]=3[CH2:7]2)=[O:5])[CH2:3][CH2:2]1.O.NN.C1C2NC3C=CC=C4C(=O)[NH:41][N:42]=C(C=2C=34)CC1. (5) Given the product [O:22]=[C:14]1[C:13]2([C:11]3[CH:12]=[C:7]([CH:3]4[CH2:4][CH2:5][CH2:6][N:1]([C:32]([O:34][C:35]([CH3:38])([CH3:37])[CH3:36])=[O:33])[CH2:2]4)[CH:8]=[CH:9][C:10]=3[O:24][CH2:23]2)[C:21]2[C:16](=[CH:17][CH:18]=[CH:19][CH:20]=2)[NH:15]1, predict the reactants needed to synthesize it. The reactants are: [NH:1]1[CH2:6][CH2:5][CH2:4][CH:3]([C:7]2[CH:8]=[CH:9][C:10]3[O:24][CH2:23][C:13]4([C:21]5[C:16](=[CH:17][CH:18]=[CH:19][CH:20]=5)[NH:15][C:14]4=[O:22])[C:11]=3[CH:12]=2)[CH2:2]1.C(N(CC)CC)C.[C:32](O[C:32]([O:34][C:35]([CH3:38])([CH3:37])[CH3:36])=[O:33])([O:34][C:35]([CH3:38])([CH3:37])[CH3:36])=[O:33]. (6) Given the product [CH3:11][N:7]1[C:6]2[CH:12]=[CH:13][C:3]([N:2]([CH3:1])[C:14]3[CH:19]=[CH:18][N:17]=[C:16]([NH:20][C:21]4[CH:26]=[CH:25][C:24]([CH2:27][S:28]([CH3:31])(=[O:30])=[O:29])=[CH:23][CH:22]=4)[N:15]=3)=[CH:4][C:5]=2[N:9]=[C:8]1[NH:10][C:32]([NH:39][C:43]1[CH:42]=[CH:47][CH:46]=[CH:45][CH:50]=1)=[O:33], predict the reactants needed to synthesize it. The reactants are: [CH3:1][N:2]([C:14]1[CH:19]=[CH:18][N:17]=[C:16]([NH:20][C:21]2[CH:26]=[CH:25][C:24]([CH2:27][S:28]([CH3:31])(=[O:30])=[O:29])=[CH:23][CH:22]=2)[N:15]=1)[C:3]1[CH:13]=[CH:12][C:6]2[N:7]([CH3:11])[C:8]([NH2:10])=[N:9][C:5]=2[CH:4]=1.[C:32]([N:39]1[CH:43]=[CH:42]N=C1)(N1C=CN=C1)=[O:33].N[C:45]1[CH:50]=CC=[CH:47][CH:46]=1. (7) Given the product [C:41]1([CH3:44])[CH:42]=[CH:43][C:38]([S:35]([N:12]2[CH:13]=[C:14]([C:16]3[CH:21]=[CH:20][CH:19]=[C:18]([C:22](=[O:34])[NH:23][C:24]4[CH:29]=[CH:28][CH:27]=[C:26]([C:30]([F:33])([F:31])[F:32])[CH:25]=4)[CH:17]=3)[CH:15]=[C:11]2[C:9]([OH:10])=[O:8])(=[O:37])=[O:36])=[CH:39][CH:40]=1, predict the reactants needed to synthesize it. The reactants are: C([O:8][C:9]([C:11]1[N:12]([S:35]([C:38]2[CH:43]=[CH:42][C:41]([CH3:44])=[CH:40][CH:39]=2)(=[O:37])=[O:36])[CH:13]=[C:14]([C:16]2[CH:21]=[CH:20][CH:19]=[C:18]([C:22](=[O:34])[NH:23][C:24]3[CH:29]=[CH:28][CH:27]=[C:26]([C:30]([F:33])([F:32])[F:31])[CH:25]=3)[CH:17]=2)[CH:15]=1)=[O:10])C1C=CC=CC=1. (8) Given the product [C@@H:39]1([N:48]2[CH2:53][CH2:52][C:51]3([CH2:54][CH2:55][C:56](=[O:57])[CH2:64][CH2:65]3)[O:50][C:49]2=[O:66])[C:47]2[C:42](=[CH:43][CH:44]=[CH:45][CH:46]=2)[CH2:41][CH2:40]1, predict the reactants needed to synthesize it. The reactants are: [C@@H]1(NCCC2(O)CCC3(OCC(C)(C)CO3)CC2)C2C(=CC=CC=2)CC1.ClC(Cl)(OC(=O)OC(Cl)(Cl)Cl)Cl.[C@@H:39]1([N:48]2[CH2:53][CH2:52][C:51]3([CH2:65][CH2:64][C:56]4(OCC(C)(C)C[O:57]4)[CH2:55][CH2:54]3)[O:50][C:49]2=[O:66])[C:47]2[C:42](=[CH:43][CH:44]=[CH:45][CH:46]=2)[CH2:41][CH2:40]1. (9) Given the product [F:43][C:30]([F:29])([F:42])[O:31][C:32]1[CH:37]=[CH:36][CH:35]=[CH:34][C:33]=1[S:38]([N:11]1[C:12]2[C:8](=[C:7]3[CH2:1][NH:2][CH2:3][CH2:4][O:5][C:6]3=[CH:14][CH:13]=2)[CH:9]=[CH:10]1)(=[O:40])=[O:39], predict the reactants needed to synthesize it. The reactants are: [CH2:1]1[C:7]2=[C:8]3[C:12](=[CH:13][CH:14]=[C:6]2[O:5][CH2:4][CH2:3][N:2]1C(OC(C)(C)C)=O)[NH:11][CH:10]=[CH:9]3.[H-].[Na+].CN(C=O)C.[F:29][C:30]([F:43])([F:42])[O:31][C:32]1[CH:37]=[CH:36][CH:35]=[CH:34][C:33]=1[S:38](Cl)(=[O:40])=[O:39]. (10) Given the product [CH2:21]([O:28][P:29]([CH2:38][C@H:39]([OH:49])[CH2:40][NH:41][C:42](=[O:48])[C@@H:43]([NH:47][C:7](=[O:9])[C@@H:2]([NH:1][C:10]([O:12][CH2:13][C:14]1[CH:19]=[CH:18][CH:17]=[CH:16][CH:15]=1)=[O:11])[CH:3]([CH3:4])[CH2:5][CH3:6])[CH:44]([CH3:46])[CH3:45])([CH2:31][CH:32]1[CH2:37][CH2:36][CH2:35][CH2:34][CH2:33]1)=[O:30])[C:22]1[CH:23]=[CH:24][CH:25]=[CH:26][CH:27]=1, predict the reactants needed to synthesize it. The reactants are: [NH:1]([C:10]([O:12][CH2:13][C:14]1[CH:19]=[CH:18][CH:17]=[CH:16][CH:15]=1)=[O:11])[C@H:2]([C:7]([OH:9])=O)[C@H:3]([CH2:5][CH3:6])[CH3:4].Cl.[CH2:21]([O:28][P:29]([CH2:38][C@H:39]([OH:49])[CH2:40][NH:41][C:42](=[O:48])[C@@H:43]([NH2:47])[CH:44]([CH3:46])[CH3:45])([CH2:31][CH:32]1[CH2:37][CH2:36][CH2:35][CH2:34][CH2:33]1)=[O:30])[C:22]1[CH:27]=[CH:26][CH:25]=[CH:24][CH:23]=1.